From a dataset of Catalyst prediction with 721,799 reactions and 888 catalyst types from USPTO. Predict which catalyst facilitates the given reaction. (1) Reactant: [CH3:1][S:2]([N:5]1[CH2:10][CH2:9][N:8]([C:11]2[CH:16]=[CH:15][C:14]([O:17][C:18]([F:23])([F:22])[CH:19]([F:21])[F:20])=[CH:13][CH:12]=2)[CH2:7][CH2:6]1)(=[O:4])=[O:3].C[Si]([N-][Si](C)(C)C)(C)C.[Li+].C[O:35][C:36]([CH:38]1[CH2:43][CH2:42][O:41][CH2:40][CH2:39]1)=O. Product: [F:22][C:18]([F:23])([O:17][C:14]1[CH:13]=[CH:12][C:11]([N:8]2[CH2:9][CH2:10][N:5]([S:2]([CH2:1][C:36]([CH:38]3[CH2:43][CH2:42][O:41][CH2:40][CH2:39]3)=[O:35])(=[O:3])=[O:4])[CH2:6][CH2:7]2)=[CH:16][CH:15]=1)[CH:19]([F:21])[F:20]. The catalyst class is: 1. (2) Reactant: [CH2:1]([N:9]1[CH:13]=[C:12]([C:14]2[C:22]3[C:17](=[N:18][CH:19]=[C:20]([C:23]4[CH:24]=[N:25][C:26]([N:29]5[CH2:34][CH2:33][NH:32][CH2:31][CH2:30]5)=[CH:27][CH:28]=4)[CH:21]=3)[N:16]([S:35]([C:38]3[CH:44]=[CH:43][C:41]([CH3:42])=[CH:40][CH:39]=3)(=[O:37])=[O:36])[CH:15]=2)[CH:11]=[N:10]1)[CH2:2][C:3]1[CH:8]=[CH:7][CH:6]=[CH:5][CH:4]=1.[CH3:45][C@H:46]1[CH2:48][O:47]1.CCN(C(C)C)C(C)C. Product: [CH2:1]([N:9]1[CH:13]=[C:12]([C:14]2[C:22]3[C:17](=[N:18][CH:19]=[C:20]([C:23]4[CH:28]=[CH:27][C:26]([N:29]5[CH2:34][CH2:33][N:32]([CH2:45][C@@H:46]([OH:47])[CH3:48])[CH2:31][CH2:30]5)=[N:25][CH:24]=4)[CH:21]=3)[N:16]([S:35]([C:38]3[CH:39]=[CH:40][C:41]([CH3:42])=[CH:43][CH:44]=3)(=[O:36])=[O:37])[CH:15]=2)[CH:11]=[N:10]1)[CH2:2][C:3]1[CH:4]=[CH:5][CH:6]=[CH:7][CH:8]=1. The catalyst class is: 8.